From a dataset of Forward reaction prediction with 1.9M reactions from USPTO patents (1976-2016). Predict the product of the given reaction. (1) Given the reactants [C:1]([CH:3]1[CH2:8][CH2:7][N:6]([C:9]([C@H:11]([NH:16][C:17]([C:19]2[C:27]3[C:22](=[N:23][CH:24]=[C:25](Br)[N:26]=3)[N:21]([CH2:29][O:30][CH2:31][CH2:32][Si:33]([CH3:36])([CH3:35])[CH3:34])[CH:20]=2)=[O:18])[C:12]([CH3:15])([CH3:14])[CH3:13])=[O:10])[CH2:5][CH2:4]1)#[N:2].[OH:37][C:38]1[CH:39]=[CH:40][CH:41]=[C:42]2[C:47]=1N=CC=C2.[O-]P([O-])([O-])=O.[K+].[K+].[K+].C1(O)CCCCC1, predict the reaction product. The product is: [C:1]([CH:3]1[CH2:8][CH2:7][N:6]([C:9]([C@H:11]([NH:16][C:17]([C:19]2[C:27]3[C:22](=[N:23][CH:24]=[C:25]([O:37][CH:38]4[CH2:39][CH2:40][CH2:41][CH2:42][CH2:47]4)[N:26]=3)[N:21]([CH2:29][O:30][CH2:31][CH2:32][Si:33]([CH3:36])([CH3:35])[CH3:34])[CH:20]=2)=[O:18])[C:12]([CH3:15])([CH3:14])[CH3:13])=[O:10])[CH2:5][CH2:4]1)#[N:2]. (2) Given the reactants F[C:2]1[CH:7]=[CH:6][C:5]([N+:8]([O-])=O)=[CH:4][CH:3]=1.[CH3:11][C:12]1[N:13]=[CH:14][NH:15][CH:16]=1.C([O-])([O-])=O.[K+].[K+], predict the reaction product. The product is: [CH3:11][C:12]1[N:13]=[CH:14][N:15]([C:2]2[CH:7]=[CH:6][C:5]([NH2:8])=[CH:4][CH:3]=2)[CH:16]=1. (3) Given the reactants [NH2:1][C@H:2]1[CH2:7][CH2:6][CH2:5][CH2:4][C@H:3]1[NH:8][C:9](=[O:26])[C:10]1[C:15]([C:16]([F:19])([F:18])[F:17])=[CH:14][C:13]([C:20]([F:23])([F:22])[F:21])=[CH:12][C:11]=1[O:24][CH3:25].[S:27]1[CH2:32][CH2:31][C:30](=O)[CH2:29][CH2:28]1, predict the reaction product. The product is: [CH3:25][O:24][C:11]1[CH:12]=[C:13]([C:20]([F:21])([F:22])[F:23])[CH:14]=[C:15]([C:16]([F:19])([F:18])[F:17])[C:10]=1[C:9]([NH:8][CH:3]1[CH2:4][CH2:5][CH2:6][CH2:7][CH:2]1[NH:1][CH:30]1[CH2:31][CH2:32][S:27][CH2:28][CH2:29]1)=[O:26]. (4) The product is: [CH3:8][N:5]1[CH:6]=[CH:7][C:2]([NH:13][C:14]2[CH:15]=[C:16]([C:20]3[C:21]([C:26]#[N:27])=[CH:22][CH:23]=[CH:24][CH:25]=3)[CH:17]=[CH:18][CH:19]=2)=[C:3]([N+:10]([O-:12])=[O:11])[C:4]1=[O:9]. Given the reactants Cl[C:2]1[CH:7]=[CH:6][N:5]([CH3:8])[C:4](=[O:9])[C:3]=1[N+:10]([O-:12])=[O:11].[NH2:13][C:14]1[CH:15]=[C:16]([C:20]2[C:21]([C:26]#[N:27])=[CH:22][CH:23]=[CH:24][CH:25]=2)[CH:17]=[CH:18][CH:19]=1.C(N(CC)CC)C, predict the reaction product.